Task: Predict the reaction yield, written as a fraction of the theoretical maximum amount of product (1.0 means a 100% yield; for example, 0.34 means a 34% yield).. Dataset: Reaction yield outcomes from USPTO patents with 853,638 reactions (1) The reactants are [NH:1]1[CH2:5][CH2:4][C@@H:3]2[CH2:6][N:7]([C:9]3[CH:10]=[C:11]([CH2:16][C:17]#[N:18])[C:12]([Br:15])=[N:13][CH:14]=3)[CH2:8][C@H:2]12.[C:19]([OH:26])(=[O:25])/[CH:20]=[CH:21]/[C:22]([OH:24])=[O:23]. The catalyst is CO.C(OCC)C. The product is [C:19]([OH:26])(=[O:25])/[CH:20]=[CH:21]/[C:22]([OH:24])=[O:23].[NH:1]1[CH2:5][CH2:4][C@@H:3]2[CH2:6][N:7]([C:9]3[CH:10]=[C:11]([CH2:16][C:17]#[N:18])[C:12]([Br:15])=[N:13][CH:14]=3)[CH2:8][C@H:2]12. The yield is 0.150. (2) The reactants are [CH3:1][C:2]1[N:3]=[CH:4][C:5]2[C:10]([CH:11]=1)=[C:9]([N+:12]([O-])=O)[CH:8]=[CH:7][CH:6]=2. The catalyst is [Pd].CO. The product is [NH2:12][C:9]1[CH:8]=[CH:7][CH:6]=[C:5]2[C:10]=1[CH:11]=[C:2]([CH3:1])[N:3]=[CH:4]2. The yield is 1.00. (3) The reactants are [NH2:1][C:2]1[CH:10]=[C:9]([Br:11])[CH:8]=[C:7]([Br:12])[C:3]=1[C:4]([OH:6])=[O:5].[N+](=[CH2:15])=[N-].C(O)(=O)C. The yield is 0.830. The catalyst is CCOCC.C(OCC)(=O)C. The product is [CH3:15][O:5][C:4](=[O:6])[C:3]1[C:7]([Br:12])=[CH:8][C:9]([Br:11])=[CH:10][C:2]=1[NH2:1].